This data is from Peptide-MHC class I binding affinity with 185,985 pairs from IEDB/IMGT. The task is: Regression. Given a peptide amino acid sequence and an MHC pseudo amino acid sequence, predict their binding affinity value. This is MHC class I binding data. (1) The peptide sequence is YLIVFVLTI. The MHC is HLA-A02:01 with pseudo-sequence HLA-A02:01. The binding affinity (normalized) is 0.454. (2) The peptide sequence is MGAGLVFPI. The binding affinity (normalized) is 1.00. The MHC is HLA-A68:02 with pseudo-sequence HLA-A68:02. (3) The MHC is HLA-A68:01 with pseudo-sequence HLA-A68:01. The peptide sequence is TVKPGNFNK. The binding affinity (normalized) is 0.556. (4) The peptide sequence is THYPTQNRF. The MHC is HLA-B07:02 with pseudo-sequence HLA-B07:02. The binding affinity (normalized) is 0.0847. (5) The peptide sequence is KALGPAATL. The MHC is HLA-A33:01 with pseudo-sequence HLA-A33:01. The binding affinity (normalized) is 0.00611. (6) The peptide sequence is FYSQESPQSY. The MHC is HLA-A30:01 with pseudo-sequence HLA-A30:01. The binding affinity (normalized) is 0.000752.